Predict the reaction yield, written as a fraction of the theoretical maximum amount of product (1.0 means a 100% yield; for example, 0.34 means a 34% yield). From a dataset of Reaction yield outcomes from USPTO patents with 853,638 reactions. (1) The product is [Cl:1][C:2]1[C:11]2[C:6](=[CH:7][C:8]([NH:12][CH2:25][C:24]3[CH:27]=[CH:28][CH:29]=[C:22]([C:21]([F:20])([F:30])[F:31])[CH:23]=3)=[CH:9][CH:10]=2)[C:5]([Cl:13])=[N:4][N:3]=1. The yield is 0.263. The reactants are [Cl:1][C:2]1[C:11]2[C:6](=[CH:7][C:8]([NH2:12])=[CH:9][CH:10]=2)[C:5]([Cl:13])=[N:4][N:3]=1.C([O-])([O-])=O.[K+].[K+].[F:20][C:21]([F:31])([F:30])[C:22]1[CH:23]=[C:24]([CH:27]=[CH:28][CH:29]=1)[CH2:25]Br. The catalyst is CN(C=O)C. (2) The reactants are [C:1]([C:3]1[CH:21]=[CH:20][CH:19]=[C:18]([CH3:22])[C:4]=1[CH2:5][NH:6][C:7]1[C:8]2[N:9]([C:13]([CH3:17])=[C:14]([CH3:16])[N:15]=2)[CH:10]=[CH:11][CH:12]=1)#[N:2].[H][H]. The catalyst is N.[Ni]. The product is [NH2:2][CH2:1][C:3]1[CH:21]=[CH:20][CH:19]=[C:18]([CH3:22])[C:4]=1[CH2:5][NH:6][C:7]1[C:8]2[N:9]([C:13]([CH3:17])=[C:14]([CH3:16])[N:15]=2)[CH:10]=[CH:11][CH:12]=1. The yield is 0.120. (3) The reactants are [C:1]([O:5][C:6]([N:8]1[CH2:13][CH2:12][CH:11]([CH2:14][CH2:15][OH:16])[CH2:10][CH2:9]1)=[O:7])([CH3:4])([CH3:3])[CH3:2].[H-].[Na+].[N+:19]([C:22]1[CH:29]=[CH:28][CH:27]=[C:26]([N+]([O-])=O)[C:23]=1[C:24]#[N:25])([O-:21])=[O:20]. The catalyst is CN(C=O)C. The product is [C:1]([O:5][C:6]([N:8]1[CH2:13][CH2:12][CH:11]([CH2:14][CH2:15][O:16][C:26]2[CH:27]=[CH:28][CH:29]=[C:22]([N+:19]([O-:21])=[O:20])[C:23]=2[C:24]#[N:25])[CH2:10][CH2:9]1)=[O:7])([CH3:4])([CH3:3])[CH3:2]. The yield is 0.800. (4) The reactants are [OH-].[Li+].[Si:3]([O:10][C@@H:11]([C:29]1[CH:34]=[CH:33][CH:32]=[CH:31][C:30]=1[C:35]1[CH:40]=[CH:39][C:38]([Cl:41])=[CH:37][CH:36]=1)[CH:12]1[CH2:17][CH2:16][N:15]([C:18]2[CH:28]=[CH:27][C:21]([C:22]([O:24]CC)=[O:23])=[CH:20][CH:19]=2)[CH2:14][CH2:13]1)([C:6]([CH3:9])([CH3:8])[CH3:7])([CH3:5])[CH3:4]. The catalyst is C1COCC1.CO.O. The product is [Si:3]([O:10][C@@H:11]([C:29]1[CH:34]=[CH:33][CH:32]=[CH:31][C:30]=1[C:35]1[CH:40]=[CH:39][C:38]([Cl:41])=[CH:37][CH:36]=1)[CH:12]1[CH2:13][CH2:14][N:15]([C:18]2[CH:28]=[CH:27][C:21]([C:22]([OH:24])=[O:23])=[CH:20][CH:19]=2)[CH2:16][CH2:17]1)([C:6]([CH3:9])([CH3:8])[CH3:7])([CH3:5])[CH3:4]. The yield is 0.890. (5) The reactants are [F:1][CH2:2][C:3]([C:7]1[CH:11]=[C:10]([NH:12][C:13](=[O:21])OC2C=CC=CC=2)[N:9]([C:22]2[CH:27]=[CH:26][CH:25]=[CH:24][CH:23]=2)[N:8]=1)([CH3:6])[CH2:4][F:5].[CH3:28][O:29][C:30]1[CH:31]=[C:32]2[C:37](=[CH:38][C:39]=1[O:40][CH2:41][CH2:42][O:43][CH3:44])[N:36]=[CH:35][N:34]=[C:33]2[O:45][C:46]1[CH:47]=[C:48]([CH:50]=[CH:51][CH:52]=1)[NH2:49].C(N(CC)C(C)C)(C)C. The catalyst is C1COCC1. The product is [F:1][CH2:2][C:3]([C:7]1[CH:11]=[C:10]([NH:12][C:13]([NH:49][C:48]2[CH:50]=[CH:51][CH:52]=[C:46]([O:45][C:33]3[C:32]4[C:37](=[CH:38][C:39]([O:40][CH2:41][CH2:42][O:43][CH3:44])=[C:30]([O:29][CH3:28])[CH:31]=4)[N:36]=[CH:35][N:34]=3)[CH:47]=2)=[O:21])[N:9]([C:22]2[CH:23]=[CH:24][CH:25]=[CH:26][CH:27]=2)[N:8]=1)([CH3:6])[CH2:4][F:5]. The yield is 0.430. (6) The reactants are CN1CCOCC1.[O:8]=[C:9]1[CH2:13][CH2:12][CH2:11][N:10]1[CH2:14][CH2:15][C:16]([OH:18])=O.[CH:19]1([Mg]Br)[CH2:23][CH2:22][CH2:21][CH2:20]1. The catalyst is C1COCC1.[Cu](I)I. The product is [CH:19]1([C:16](=[O:18])[CH2:15][CH2:14][N:10]2[CH2:11][CH2:12][CH2:13][C:9]2=[O:8])[CH2:23][CH2:22][CH2:21][CH2:20]1. The yield is 0.150. (7) The reactants are [I:1][C:2]1[C:7]2[O:8][CH2:9][CH2:10][CH2:11][C:12](=[O:13])[C:6]=2[CH:5]=[C:4]([C:14]#[C:15][Si](C)(C)C)[C:3]=1[NH:20][CH3:21]. The catalyst is [Cu]I. The product is [I:1][C:2]1[C:7]2[O:8][CH2:9][CH2:10][CH2:11][C:12](=[O:13])[C:6]=2[CH:5]=[C:4]2[C:3]=1[N:20]([CH3:21])[CH:15]=[CH:14]2. The yield is 0.650.